Dataset: Full USPTO retrosynthesis dataset with 1.9M reactions from patents (1976-2016). Task: Predict the reactants needed to synthesize the given product. Given the product [F:9][C:10]([F:15])([F:14])[C:11](=[O:12])[CH2:2][C:1]([C:4]1[O:5][CH:6]=[CH:7][CH:8]=1)=[O:3], predict the reactants needed to synthesize it. The reactants are: [C:1]([C:4]1[O:5][CH:6]=[CH:7][CH:8]=1)(=[O:3])[CH3:2].[F:9][C:10]([F:15])([F:14])[C:11]([O-])=[O:12].